Task: Predict the product of the given reaction.. Dataset: Forward reaction prediction with 1.9M reactions from USPTO patents (1976-2016) (1) The product is: [CH2:1]([C:5]([C:21]1[CH:22]=[CH:23][C:24]([O:27][CH2:28][C:29]([OH:31])=[O:30])=[CH:25][CH:26]=1)=[C:6]([C:14]1[CH:19]=[CH:18][C:17]([OH:20])=[CH:16][CH:15]=1)[C:7]1[CH:8]=[CH:9][C:10]([OH:13])=[CH:11][CH:12]=1)[CH2:2][CH2:3][CH3:4]. Given the reactants [CH2:1]([C:5]([C:21]1[CH:26]=[CH:25][C:24]([O:27][CH2:28][C:29]([O:31]CC)=[O:30])=[CH:23][CH:22]=1)=[C:6]([C:14]1[CH:19]=[CH:18][C:17]([OH:20])=[CH:16][CH:15]=1)[C:7]1[CH:12]=[CH:11][C:10]([OH:13])=[CH:9][CH:8]=1)[CH2:2][CH2:3][CH3:4].[OH-].[Na+].Cl, predict the reaction product. (2) Given the reactants [Cl:1][C:2]1[CH:3]=[C:4]([C:9]2[O:13][C:12]([CH2:14][CH2:15][NH:16][C:17]([C:19]3[NH:23][N:22]=[C:21]([C:24](O)=[O:25])[CH:20]=3)=[O:18])=[CH:11][CH:10]=2)[CH:5]=[CH:6][C:7]=1[Cl:8].CCN=C=NCCCN(C)C.C1C=CC2N(O)N=NC=2C=1.CCN(C(C)C)C(C)C.[NH:57]1[CH2:62][CH2:61][NH:60][CH2:59][CH2:58]1, predict the reaction product. The product is: [Cl:1][C:2]1[CH:3]=[C:4]([C:9]2[O:13][C:12]([CH2:14][CH2:15][NH:16][C:17]([C:19]3[NH:23][N:22]=[C:21]([C:24]([N:57]4[CH2:62][CH2:61][NH:60][CH2:59][CH2:58]4)=[O:25])[CH:20]=3)=[O:18])=[CH:11][CH:10]=2)[CH:5]=[CH:6][C:7]=1[Cl:8]. (3) Given the reactants [C:1]([O:5][C:6]([N:8]1[CH2:12][C@@H:11]([CH2:13][OH:14])[C@H:10]([C:15]([CH3:23])([CH3:22])[O:16][SiH2:17][C:18]([CH3:21])([CH3:20])[CH3:19])[CH2:9]1)=[O:7])([CH3:4])([CH3:3])[CH3:2].CC(OI1(OC(C)=O)(OC(C)=O)OC(=O)C2C=CC=CC1=2)=O.C(OC(C)(C)C)=O.CC#N.O, predict the reaction product. The product is: [C:1]([O:5][C:6]([N:8]1[CH2:12][C@@H:11]([CH:13]=[O:14])[C@H:10]([C:15]([CH3:23])([CH3:22])[O:16][SiH2:17][C:18]([CH3:21])([CH3:20])[CH3:19])[CH2:9]1)=[O:7])([CH3:3])([CH3:4])[CH3:2]. (4) Given the reactants [CH:1](=[O:9])[C:2]1[C:3](=[CH:5][CH:6]=[CH:7][CH:8]=1)[OH:4].[CH2:10](Br)[C:11]1[CH:16]=[CH:15][CH:14]=[CH:13][CH:12]=1.C(=O)([O-])[O-].[K+].[K+], predict the reaction product. The product is: [CH2:10]([O:4][C:3]1[CH:5]=[CH:6][CH:7]=[CH:8][C:2]=1[CH:1]=[O:9])[C:11]1[CH:16]=[CH:15][CH:14]=[CH:13][CH:12]=1. (5) Given the reactants Cl[C:2]1[C:7]([N+:8]([O-:10])=[O:9])=[C:6]([CH3:11])[CH:5]=[C:4]([Cl:12])[N:3]=1.[CH3:13][NH2:14], predict the reaction product. The product is: [Cl:12][C:4]1[N:3]=[C:2]([NH:14][CH3:13])[C:7]([N+:8]([O-:10])=[O:9])=[C:6]([CH3:11])[CH:5]=1. (6) Given the reactants Br[C:2]1[CH:20]=[CH:19][C:5]2[N:6]=[C:7]([C:9]3[CH:14]=[CH:13][C:12]([C:15]([F:18])([F:17])[F:16])=[CH:11][CH:10]=3)[O:8][C:4]=2[CH:3]=1.[CH3:21][C:22]1([CH3:38])[C:26]([CH3:28])([CH3:27])[O:25][B:24]([B:24]2[O:25][C:26]([CH3:28])([CH3:27])[C:22]([CH3:38])([CH3:21])[O:23]2)[O:23]1.C([O-])(=O)C.[K+].C(Cl)Cl, predict the reaction product. The product is: [CH3:21][C:22]1([CH3:38])[C:26]([CH3:28])([CH3:27])[O:25][B:24]([C:2]2[CH:20]=[CH:19][C:5]3[N:6]=[C:7]([C:9]4[CH:14]=[CH:13][C:12]([C:15]([F:18])([F:17])[F:16])=[CH:11][CH:10]=4)[O:8][C:4]=3[CH:3]=2)[O:23]1. (7) Given the reactants [NH2:1][C:2]([C:8]1[CH:13]=[C:12]([Br:14])[CH:11]=[CH:10][C:9]=1[F:15])([CH:5]([F:7])[F:6])[CH2:3]O.[N+:16]([C:19]1[CH:24]=[CH:23][CH:22]=[CH:21][C:20]=1[S:25](Cl)(=[O:27])=[O:26])([O-:18])=[O:17].C(=O)([O-])O.[K+], predict the reaction product. The product is: [Br:14][C:12]1[CH:11]=[CH:10][C:9]([F:15])=[C:8]([C:2]2([CH:5]([F:7])[F:6])[CH2:3][N:1]2[S:25]([C:20]2[CH:21]=[CH:22][CH:23]=[CH:24][C:19]=2[N+:16]([O-:18])=[O:17])(=[O:26])=[O:27])[CH:13]=1. (8) Given the reactants [CH:1]([C:4]1[N:5]=[C:6]([N:12]([CH3:19])[CH:13]2[CH2:18][CH2:17][O:16][CH2:15][CH2:14]2)[S:7][C:8]=1[C:9]([OH:11])=O)([CH3:3])[CH3:2].CN1CCOCC1.F[B-](F)(F)F.N1(OC(N(C)C)=[N+](C)C)C2C=CC=CC=2N=N1.[F:49][C:50]([F:62])([F:61])[O:51][C:52]1[CH:53]=[C:54]([CH:58]([NH2:60])[CH3:59])[CH:55]=[CH:56][CH:57]=1, predict the reaction product. The product is: [CH:1]([C:4]1[N:5]=[C:6]([N:12]([CH3:19])[CH:13]2[CH2:18][CH2:17][O:16][CH2:15][CH2:14]2)[S:7][C:8]=1[C:9]([NH:60][CH:58]([C:54]1[CH:55]=[CH:56][CH:57]=[C:52]([O:51][C:50]([F:49])([F:61])[F:62])[CH:53]=1)[CH3:59])=[O:11])([CH3:2])[CH3:3].